This data is from Catalyst prediction with 721,799 reactions and 888 catalyst types from USPTO. The task is: Predict which catalyst facilitates the given reaction. (1) Reactant: [CH2:1]([O:3][C:4](=[O:25])[CH2:5][C:6]1[CH:11]=[CH:10][CH:9]=[C:8]([O:12][C:13]2[CH:18]=[CH:17][C:16]([C:19]([F:22])([F:21])[F:20])=[CH:15][C:14]=2[CH2:23][OH:24])[CH:7]=1)[CH3:2].C(N(CC)CC)C.[CH3:33][S:34](Cl)(=[O:36])=[O:35]. Product: [CH2:1]([O:3][C:4](=[O:25])[CH2:5][C:6]1[CH:11]=[CH:10][CH:9]=[C:8]([O:12][C:13]2[CH:18]=[CH:17][C:16]([C:19]([F:20])([F:21])[F:22])=[CH:15][C:14]=2[CH2:23][O:24][S:34]([CH3:33])(=[O:36])=[O:35])[CH:7]=1)[CH3:2]. The catalyst class is: 2. (2) Reactant: [F:1][C:2]1[CH:3]=[C:4]([NH:8][C:9]2[C:17]3[C:12](=[CH:13][CH:14]=[C:15]([N+:18]([O-])=O)[CH:16]=3)[NH:11][N:10]=2)[CH:5]=[CH:6][CH:7]=1. Product: [F:1][C:2]1[CH:3]=[C:4]([NH:8][C:9]2[C:17]3[C:12](=[CH:13][CH:14]=[C:15]([NH2:18])[CH:16]=3)[NH:11][N:10]=2)[CH:5]=[CH:6][CH:7]=1. The catalyst class is: 19. (3) Product: [N:26]1([C:29]2[C:34]([NH:35][C:2]3[C:11]4[C:6](=[CH:7][C:8]([F:13])=[CH:9][C:10]=4[F:12])[N:5]=[C:4]([N:14]4[CH2:19][CH2:18][CH2:17][CH2:16][C:15]4=[O:20])[C:3]=3[CH2:21][CH3:22])=[CH:33][C:32]([N:36]3[CH2:37][CH2:38][O:39][CH2:40][CH2:41]3)=[CH:31][N:30]=2)[CH2:25][CH2:24][O:23][CH2:28][CH2:27]1. Reactant: Cl[C:2]1[C:11]2[C:6](=[CH:7][C:8]([F:13])=[CH:9][C:10]=2[F:12])[N:5]=[C:4]([N:14]2[CH2:19][CH2:18][CH2:17][CH2:16][C:15]2=[O:20])[C:3]=1[CH2:21][CH3:22].[O:23]1[CH2:28][CH2:27][N:26]([C:29]2[C:34]([NH2:35])=[CH:33][C:32]([N:36]3[CH2:41][CH2:40][O:39][CH2:38][CH2:37]3)=[CH:31][N:30]=2)[CH2:25][CH2:24]1. The catalyst class is: 11.